From a dataset of Catalyst prediction with 721,799 reactions and 888 catalyst types from USPTO. Predict which catalyst facilitates the given reaction. (1) Reactant: [CH3:1][N:2]([CH:10]1[CH2:13][N:12]([C:14]2[C:15]3[N:16]([CH:26]=[N:27][N:28]=3)[C:17]3[CH:23]=[C:22]([CH:24]=[CH2:25])[CH:21]=[N:20][C:18]=3[N:19]=2)[CH2:11]1)C(=O)OC(C)(C)C.C(O)(C(F)(F)F)=O. Product: [CH3:1][NH:2][CH:10]1[CH2:11][N:12]([C:14]2[C:15]3[N:16]([CH:26]=[N:27][N:28]=3)[C:17]3[CH:23]=[C:22]([CH:24]=[CH2:25])[CH:21]=[N:20][C:18]=3[N:19]=2)[CH2:13]1. The catalyst class is: 2. (2) Reactant: I[C:2]1[CH:7]=[CH:6][N:5]=[C:4]2[NH:8][N:9]=[C:10]([CH3:11])[C:3]=12.[CH3:12][C:13]([C:25]1[CH:30]=[CH:29][CH:28]=[C:27](B2OC(C)(C)C(C)(C)O2)[CH:26]=1)([CH2:23][CH3:24])[CH2:14][NH:15][C:16](=[O:22])[O:17][C:18]([CH3:21])([CH3:20])[CH3:19].C([O-])([O-])=O.[Na+].[Na+]. Product: [CH3:12][C:13]([C:25]1[CH:26]=[CH:27][CH:28]=[C:29]([C:2]2[CH:7]=[CH:6][N:5]=[C:4]3[NH:8][N:9]=[C:10]([CH3:11])[C:3]=23)[CH:30]=1)([CH2:23][CH3:24])[CH2:14][NH:15][C:16](=[O:22])[O:17][C:18]([CH3:19])([CH3:20])[CH3:21]. The catalyst class is: 203. (3) Reactant: [Br:1][C:2]1[CH:8]=[CH:7][C:5]([NH2:6])=[CH:4][CH:3]=1.[C:9](O[C:9]([O:11][C:12]([CH3:15])([CH3:14])[CH3:13])=[O:10])([O:11][C:12]([CH3:15])([CH3:14])[CH3:13])=[O:10]. Product: [Br:1][C:2]1[CH:8]=[CH:7][C:5]([NH:6][C:9](=[O:10])[O:11][C:12]([CH3:15])([CH3:14])[CH3:13])=[CH:4][CH:3]=1. The catalyst class is: 11. (4) Reactant: [C:1]1([C:20]2[CH:25]=[CH:24][CH:23]=[CH:22][CH:21]=2)[CH:6]=[CH:5][C:4]([C@@H:7]2[CH2:12][CH2:11][NH:10][CH2:9][C@H:8]2[NH:13][S:14]([CH:17]([CH3:19])[CH3:18])(=[O:16])=[O:15])=[CH:3][CH:2]=1.C=O.[BH-](OC(C)=O)(OC(C)=O)O[C:30](C)=O.[Na+]. Product: [C:1]1([C:20]2[CH:21]=[CH:22][CH:23]=[CH:24][CH:25]=2)[CH:2]=[CH:3][C:4]([C@@H:7]2[CH2:12][CH2:11][N:10]([CH3:30])[CH2:9][C@H:8]2[NH:13][S:14]([CH:17]([CH3:19])[CH3:18])(=[O:16])=[O:15])=[CH:5][CH:6]=1. The catalyst class is: 26. (5) Reactant: [CH3:1][C@H:2]1[C@@H:7]([OH:8])[CH2:6][CH2:5][O:4][CH2:3]1.C(N(CC)CC)C.[CH3:16][S:17](Cl)(=[O:19])=[O:18].O. Product: [CH3:1][C@H:2]1[C@@H:7]([O:8][S:17]([CH3:16])(=[O:19])=[O:18])[CH2:6][CH2:5][O:4][CH2:3]1. The catalyst class is: 4.